Dataset: Forward reaction prediction with 1.9M reactions from USPTO patents (1976-2016). Task: Predict the product of the given reaction. (1) The product is: [Br:1][C:2]1[S:6][C:5]([CH2:7][NH:8][S:17]([C:12]2[CH:13]=[CH:14][CH:15]=[CH:16][C:11]=2[C:10]([F:9])([F:21])[F:22])(=[O:19])=[O:18])=[CH:4][CH:3]=1. Given the reactants [Br:1][C:2]1[S:6][C:5]([CH2:7][NH2:8])=[CH:4][CH:3]=1.[F:9][C:10]([F:22])([F:21])[C:11]1[CH:16]=[CH:15][CH:14]=[CH:13][C:12]=1[S:17](Cl)(=[O:19])=[O:18].C(N(C(C)C)C(C)C)C, predict the reaction product. (2) Given the reactants [F:1][C:2]1[CH:3]=[C:4]([CH:14]=[CH:15][C:16]=1B1OC(C)(C)C(C)(C)O1)[O:5][C:6]1[CH:11]=[C:10]([CH3:12])[N:9]=[C:8]([CH3:13])[CH:7]=1.C([O-])(O)=O.[Na+].Br[C:32]1[CH:37]=[CH:36][N:35]([CH2:38][CH2:39][CH2:40][CH3:41])[C:34](=[O:42])[C:33]=1[C:43]#[N:44], predict the reaction product. The product is: [CH2:38]([N:35]1[CH:36]=[CH:37][C:32]([C:16]2[CH:15]=[CH:14][C:4]([O:5][C:6]3[CH:7]=[C:8]([CH3:13])[N:9]=[C:10]([CH3:12])[CH:11]=3)=[CH:3][C:2]=2[F:1])=[C:33]([C:43]#[N:44])[C:34]1=[O:42])[CH2:39][CH2:40][CH3:41]. (3) The product is: [NH2:1][C:2]1[CH:3]=[C:4]([NH:30][CH2:23][C:24]2[CH:29]=[CH:28][CH:27]=[CH:26][CH:25]=2)[C:5]([C:13]#[N:14])=[C:6]([C:8]2[O:9][CH:10]=[CH:11][CH:12]=2)[N:7]=1. Given the reactants [NH2:1][C:2]1[N:7]=[C:6]([C:8]2[O:9][CH:10]=[CH:11][CH:12]=2)[C:5]([C:13]#[N:14])=[C:4](OS(C(F)(F)F)(=O)=O)[CH:3]=1.[CH2:23]([NH2:30])[C:24]1[CH:29]=[CH:28][CH:27]=[CH:26][CH:25]=1, predict the reaction product. (4) Given the reactants CN1C=C(C2NC3=NC=CC(C4C=CC(C5(NC(C6OC(C(C)(C)C)=NN=6)=O)CC5)=CC=4)=C3N=2)C=N1.[CH3:37][C:38]1([CH3:55])[C:42]([CH3:44])([CH3:43])[O:41][B:40]([C:45]2[CH:50]=[CH:49][C:48]([C:51]3([NH2:54])[CH2:53][CH2:52]3)=[CH:47][CH:46]=2)[O:39]1.[C:56]([C:60]1[N:64]=[C:63]([C:65](O)=[O:66])[O:62][N:61]=1)([CH3:59])([CH3:58])[CH3:57].CCCP(=O)=O.CCN(C(C)C)C(C)C.C(Cl)Cl, predict the reaction product. The product is: [CH3:44][C:42]1([CH3:43])[C:38]([CH3:55])([CH3:37])[O:39][B:40]([C:45]2[CH:50]=[CH:49][C:48]([C:51]3([NH:54][C:65]([C:63]4[O:62][N:61]=[C:60]([C:56]([CH3:59])([CH3:58])[CH3:57])[N:64]=4)=[O:66])[CH2:53][CH2:52]3)=[CH:47][CH:46]=2)[O:41]1. (5) Given the reactants Br[C:2]1[CH:3]=[CH:4][C:5]2[O:9][C:8]([C:10](=[O:14])[CH:11]([CH3:13])[CH3:12])=[C:7]([CH3:15])[C:6]=2[CH:16]=1.[CH:17]1(B(O)O)[CH2:19][CH2:18]1.C(=O)([O-])[O-].[Na+].[Na+].C1(P(C2CCCCC2)C2C=CC=CC=2C2C(OC)=CC=CC=2OC)CCCCC1, predict the reaction product. The product is: [CH:17]1([C:2]2[CH:3]=[CH:4][C:5]3[O:9][C:8]([C:10](=[O:14])[CH:11]([CH3:13])[CH3:12])=[C:7]([CH3:15])[C:6]=3[CH:16]=2)[CH2:19][CH2:18]1. (6) Given the reactants C([O:3][C:4]([C:6]1[CH:45]=[CH:44][C:9]2[N:10]=[C:11]([NH:13][C:14]([N:16]([C:32]3[CH:37]=[CH:36][C:35]([CH:38]4[CH2:43][CH2:42][CH2:41][CH2:40][CH2:39]4)=[CH:34][CH:33]=3)[CH2:17][C:18]3[CH:23]=[CH:22][C:21]([C:24](=[O:31])[NH:25][C:26]4[N:27]=[N:28][NH:29][N:30]=4)=[CH:20][CH:19]=3)=[O:15])[S:12][C:8]=2[CH:7]=1)=[O:5])C.[OH-].[Na+].Cl, predict the reaction product. The product is: [CH:38]1([C:35]2[CH:34]=[CH:33][C:32]([N:16]([CH2:17][C:18]3[CH:19]=[CH:20][C:21]([C:24](=[O:31])[NH:25][C:26]4[N:27]=[N:28][NH:29][N:30]=4)=[CH:22][CH:23]=3)[C:14](=[O:15])[NH:13][C:11]3[S:12][C:8]4[CH:7]=[C:6]([C:4]([OH:5])=[O:3])[CH:45]=[CH:44][C:9]=4[N:10]=3)=[CH:37][CH:36]=2)[CH2:43][CH2:42][CH2:41][CH2:40][CH2:39]1. (7) Given the reactants [Br:1][CH:2]1[CH:10]2[CH2:11]C3[CH:5]4[C:9]2([CH2:12][O:13][Si:14]([C:17]([CH3:20])([CH3:19])[CH3:18])([CH3:16])[CH3:15])C=C[CH:6]4[O:21]C13.C[N+]1([O-])CC[O:26]CC1.S([O-])([O-])=O.[Na+].[Na+].[CH2:36]1[CH2:40][O:39][CH2:38][CH2:37]1, predict the reaction product. The product is: [Br:1][CH:2]1[CH:10]2[CH2:11][CH:36]3[CH:37]4[C:9]2([CH2:12][O:13][Si:14]([C:17]([CH3:20])([CH3:19])[CH3:18])([CH3:16])[CH3:15])[CH:5]([OH:26])[CH:6]([OH:21])[CH:38]4[O:39][CH:40]13. (8) Given the reactants [CH2:1]([O:3][C:4](=[O:14])[CH:5]([O:10][CH2:11][CH:12]=[CH2:13])[CH:6]([OH:9])[CH:7]=[CH2:8])[CH3:2].[CH3:15][C:16](OC(C)=O)=[O:17], predict the reaction product. The product is: [CH2:1]([O:3][C:4](=[O:14])[CH:5]([O:10][CH2:11][CH:12]=[CH2:13])[CH:6]([O:9][C:16](=[O:17])[CH3:15])[CH:7]=[CH2:8])[CH3:2]. (9) Given the reactants C(=O)([O-])[O-].[K+].[K+].Br[CH2:8][CH2:9][CH2:10][O:11][Si:12]([C:15]([CH3:18])([CH3:17])[CH3:16])([CH3:14])[CH3:13].[Cl:19][C:20]1[CH:25]=[C:24](/[C:26](/[C:34]2[CH:39]=[CH:38][C:37]([CH:40]3[CH2:42][CH2:41]3)=[C:36]([O:43][CH3:44])[N:35]=2)=[CH:27]\[CH:28]2[CH2:33][CH2:32][O:31][CH2:30][CH2:29]2)[CH:23]=[CH:22][C:21]=1[OH:45].O, predict the reaction product. The product is: [Si:12]([O:11][CH2:10][CH2:9][CH2:8][O:45][C:21]1[CH:22]=[CH:23][C:24](/[C:26](/[C:34]2[N:35]=[C:36]([O:43][CH3:44])[C:37]([CH:40]3[CH2:41][CH2:42]3)=[CH:38][CH:39]=2)=[CH:27]\[CH:28]2[CH2:33][CH2:32][O:31][CH2:30][CH2:29]2)=[CH:25][C:20]=1[Cl:19])([C:15]([CH3:18])([CH3:17])[CH3:16])([CH3:14])[CH3:13].